This data is from Reaction yield outcomes from USPTO patents with 853,638 reactions. The task is: Predict the reaction yield, written as a fraction of the theoretical maximum amount of product (1.0 means a 100% yield; for example, 0.34 means a 34% yield). (1) The reactants are Br[CH2:2][C:3]1[C:8]([CH3:9])=[CH:7][N:6]=[CH:5][C:4]=1[CH3:10].[CH3:11][C:12]1[N:17]=[C:16]([SH:18])[N:15]=[C:14]([OH:19])[CH:13]=1.C(N(CC)CC)C. The catalyst is C(O)C. The product is [CH3:10][C:4]1[CH:5]=[N:6][CH:7]=[C:8]([CH3:9])[C:3]=1[CH2:2][S:18][C:16]1[N:15]=[C:14]([OH:19])[CH:13]=[C:12]([CH3:11])[N:17]=1. The yield is 0.570. (2) The reactants are [CH3:1][O:2][N:3]=[C:4]1[C:12]2[C:7](=[CH:8][C:9]([C:13]3[CH:17]=[CH:16][O:15][C:14]=3[C:18](=O)/[CH:19]=[CH:20]/N(C)C)=[CH:10][CH:11]=2)[CH2:6][CH2:5]1.C(=O)(O)O.[NH2:29][C:30]([NH2:32])=[NH:31].[OH-].[Na+]. The catalyst is O1CCOCC1.O. The product is [CH3:1][O:2][N:3]=[C:4]1[C:12]2[C:7](=[CH:8][C:9]([C:13]3[CH:17]=[CH:16][O:15][C:14]=3[C:18]3[CH:19]=[CH:20][N:29]=[C:30]([NH2:32])[N:31]=3)=[CH:10][CH:11]=2)[CH2:6][CH2:5]1. The yield is 0.670. (3) The reactants are Cl[C:2]1[CH:7]=[C:6]([O:8][CH3:9])[N:5]=[CH:4][C:3]=1[C:10]1[N:11]([CH2:24][CH2:25][OH:26])[CH:12]=[C:13]([C:15]2[N:16]([CH:21]([CH3:23])[CH3:22])[N:17]=[C:18]([CH3:20])[N:19]=2)[N:14]=1.[H-].[Na+].O. The catalyst is CN(C=O)C. The product is [CH:21]([N:16]1[C:15]([C:13]2[N:14]=[C:10]3[N:11]([CH2:24][CH2:25][O:26][C:2]4[CH:7]=[C:6]([O:8][CH3:9])[N:5]=[CH:4][C:3]=43)[CH:12]=2)=[N:19][C:18]([CH3:20])=[N:17]1)([CH3:23])[CH3:22]. The yield is 0.500. (4) The reactants are Cl[C:2]1[C:11]2[C:6](=[CH:7][C:8]([O:12][CH2:13][CH2:14][CH2:15][Cl:16])=[CH:9][CH:10]=2)[N:5]=[CH:4][N:3]=1.[NH2:17][C:18]1[CH:22]=[C:21]([CH2:23][C:24]([OH:26])=[O:25])[NH:20][N:19]=1.Cl.O1CCOCC1. The catalyst is CN(C)C=O.O. The product is [Cl:16][CH2:15][CH2:14][CH2:13][O:12][C:8]1[CH:7]=[C:6]2[C:11]([C:2]([NH:17][C:18]3[CH:22]=[C:21]([CH2:23][C:24]([OH:26])=[O:25])[NH:20][N:19]=3)=[N:3][CH:4]=[N:5]2)=[CH:10][CH:9]=1. The yield is 0.820. (5) The reactants are [CH2:1]([C@@H:8]1[CH2:12]OC(=O)N1C(=O)CC1C=CC(C(F)(F)F)=C(F)C=1)[C:2]1C=CC=[CH:4][CH:3]=1.[CH:28](N(C(C)C)CC)(C)C.COC1CCCN1[C:44]([O:46][C:47]([CH3:50])(C)C)=[O:45]. The catalyst is ClCCl.[Ti](Cl)(Cl)(Cl)Cl. The product is [CH3:12][CH2:8][CH2:1][CH2:2][CH2:3][CH3:4].[C:44]([O:46][CH2:47][CH3:50])(=[O:45])[CH3:28]. The yield is 0.623.